Predict the reaction yield, written as a fraction of the theoretical maximum amount of product (1.0 means a 100% yield; for example, 0.34 means a 34% yield). From a dataset of Reaction yield outcomes from USPTO patents with 853,638 reactions. (1) The reactants are [CH3:1][O:2][C:3](=[O:19])[CH2:4][CH2:5][C:6]1[CH:11]=[CH:10][C:9]([O:12][CH2:13][CH2:14][C@@H:15]([OH:17])[CH3:16])=[CH:8][C:7]=1[CH3:18].CCN(CC)CC.[CH3:27][S:28](Cl)(=[O:30])=[O:29]. The catalyst is C(Cl)Cl. The product is [CH3:1][O:2][C:3](=[O:19])[CH2:4][CH2:5][C:6]1[CH:11]=[CH:10][C:9]([O:12][CH2:13][CH2:14][C@@H:15]([O:17][S:28]([CH3:27])(=[O:30])=[O:29])[CH3:16])=[CH:8][C:7]=1[CH3:18]. The yield is 1.00. (2) The reactants are [CH:1](=O)[C:2]1[CH:7]=[CH:6][CH:5]=[CH:4][CH:3]=1.[N:9]1[C:18]2[CH2:17][CH2:16][CH2:15][CH2:14][C:13]=2[CH:12]=[CH:11][CH:10]=1. The catalyst is C(OC(=O)C)(=O)C. The product is [CH:1](=[C:17]1[C:18]2[N:9]=[CH:10][CH:11]=[CH:12][C:13]=2[CH2:14][CH2:15][CH2:16]1)[C:2]1[CH:7]=[CH:6][CH:5]=[CH:4][CH:3]=1. The yield is 0.580.